From a dataset of Full USPTO retrosynthesis dataset with 1.9M reactions from patents (1976-2016). Predict the reactants needed to synthesize the given product. (1) Given the product [NH2:3][C:4]1[O:5][CH2:6][C@@:7]2([N:34]=1)[C:20]1[CH:19]=[C:18]([CH:21]([OH:27])[CH2:22][C:23]([CH3:25])([CH3:26])[CH3:24])[CH:17]=[CH:16][C:15]=1[O:14][C:13]1[C:8]2=[CH:9][C:10]([C:28]2[CH:29]=[N:30][CH:31]=[N:32][CH:33]=2)=[CH:11][CH:12]=1, predict the reactants needed to synthesize it. The reactants are: [BH4-].[Na+].[NH2:3][C:4]1[O:5][CH2:6][C@@:7]2([N:34]=1)[C:20]1[CH:19]=[C:18]([C:21](=[O:27])[CH2:22][C:23]([CH3:26])([CH3:25])[CH3:24])[CH:17]=[CH:16][C:15]=1[O:14][C:13]1[C:8]2=[CH:9][C:10]([C:28]2[CH:29]=[N:30][CH:31]=[N:32][CH:33]=2)=[CH:11][CH:12]=1.[Cl-].[NH4+]. (2) Given the product [Cl:10][C:11]1[N:12]=[CH:13][C:14]([C:17]([NH:24][C@@H:22]([CH3:23])[C:21]([F:26])([F:25])[F:20])=[O:19])=[N:15][CH:16]=1, predict the reactants needed to synthesize it. The reactants are: C(N(CC)C(C)C)(C)C.[Cl:10][C:11]1[N:12]=[CH:13][C:14]([C:17]([OH:19])=O)=[N:15][CH:16]=1.[F:20][C:21]([F:26])([F:25])[C@@H:22]([NH2:24])[CH3:23].C([O-])(O)=O.[Na+]. (3) Given the product [CH3:1][O:2][C:3]1[CH:32]=[C:31]([O:33][CH3:34])[CH:30]=[CH:29][C:4]=1[CH2:5][N:6]1[CH2:26][C:21]2([CH2:22][CH2:23][CH2:24][CH2:25]2)[N:20]2[CH:9]([CH2:10][C:11](=[O:28])[C:12]3[CH:17]=[N:16][C:15]([S:18][CH3:19])=[N:14][C:13]=32)[C:7]1=[O:8], predict the reactants needed to synthesize it. The reactants are: [CH3:1][O:2][C:3]1[CH:32]=[C:31]([O:33][CH3:34])[CH:30]=[CH:29][C:4]=1[CH2:5][NH:6][C:7]([CH:9]1[N:20]([C:21]2([CH2:26]O)[CH2:25][CH2:24][CH2:23][CH2:22]2)[C:13]2[N:14]=[C:15]([S:18][CH3:19])[N:16]=[CH:17][C:12]=2[C:11](=[O:28])[CH2:10]1)=[O:8].C(N(CC)CC)C.CS(Cl)(=O)=O. (4) The reactants are: [NH2:1][C@@H:2]([CH3:19])[CH2:3][N:4]1[CH:8]=[CH:7][C:6]([C:9]2[CH:16]=[C:15]([F:17])[C:12]([C:13]#[N:14])=[C:11]([Cl:18])[CH:10]=2)=[N:5]1.[C:20]([C:23]1[CH:27]=[C:26]([C:28](O)=[O:29])[NH:25][N:24]=1)(=[O:22])[CH3:21]. Given the product [C:20]([C:23]1[CH:27]=[C:26]([C:28]([NH:1][C@@H:2]([CH3:19])[CH2:3][N:4]2[CH:8]=[CH:7][C:6]([C:9]3[CH:16]=[C:15]([F:17])[C:12]([C:13]#[N:14])=[C:11]([Cl:18])[CH:10]=3)=[N:5]2)=[O:29])[NH:25][N:24]=1)(=[O:22])[CH3:21], predict the reactants needed to synthesize it. (5) Given the product [F:33][C:34]1[CH:35]=[CH:36][C:37]([C:40]([N:42]=[C:43]=[S:44])=[O:41])=[CH:38][CH:39]=1.[CH3:11][O:12][C:13]1[CH:14]=[C:15]2[C:20](=[CH:21][C:22]=1[O:23][CH3:24])[N:19]=[CH:18][CH:17]=[C:16]2[O:25][C:26]1[CH:32]=[CH:31][C:29]([NH:30][C:43]([NH:42][C:40](=[O:41])[C:37]2[CH:38]=[CH:39][C:34]([F:33])=[CH:35][CH:36]=2)=[S:44])=[CH:28][CH:27]=1, predict the reactants needed to synthesize it. The reactants are: FC1C=CC(C(Cl)=O)=CC=1.[CH3:11][O:12][C:13]1[CH:14]=[C:15]2[C:20](=[CH:21][C:22]=1[O:23][CH3:24])[N:19]=[CH:18][CH:17]=[C:16]2[O:25][C:26]1[CH:32]=[CH:31][C:29]([NH2:30])=[CH:28][CH:27]=1.[F:33][C:34]1[CH:39]=[CH:38][C:37]([C:40]([N:42]=[C:43]=[S:44])=[O:41])=[CH:36][CH:35]=1.